From a dataset of Full USPTO retrosynthesis dataset with 1.9M reactions from patents (1976-2016). Predict the reactants needed to synthesize the given product. (1) Given the product [CH3:18][O:19][C:20]1[CH:25]=[CH:24][C:23]([O:26][CH3:27])=[CH:22][C:21]=1[C:2]1[S:6][C:5]([N:7]2[CH2:15][CH:14]3[CH2:16][N:10]4[CH2:11][CH:12]([CH2:17][CH:8]2[CH2:9]4)[CH2:13]3)=[N:4][CH:3]=1, predict the reactants needed to synthesize it. The reactants are: Br[C:2]1[S:6][C:5]([N:7]2[CH2:15][CH:14]3[CH2:16][N:10]4[CH2:11][CH:12]([CH2:17][CH:8]2[CH2:9]4)[CH2:13]3)=[N:4][CH:3]=1.[CH3:18][O:19][C:20]1[CH:25]=[CH:24][C:23]([O:26][CH3:27])=[CH:22][C:21]=1B(O)O. (2) Given the product [Cl:1][C:2]1[CH:3]=[C:4]([N:8]2[CH2:12][C@@:11]3([CH2:16][C@@H:15]([C:17]([NH:38][C@@H:39]([CH2:48][CH2:49][CH3:50])[CH:40]([OH:47])[C:41]([NH:43][CH:44]4[CH2:45][CH2:46]4)=[O:42])=[O:19])[N:14]([C:20](=[O:36])[C@@H:21]([NH:26][C:27](=[O:35])[CH2:28][CH:29]4[CH2:30][CH2:31][CH2:32][CH2:33][CH2:34]4)[C:22]([CH3:25])([CH3:23])[CH3:24])[CH2:13]3)[O:10][C:9]2=[O:37])[CH:5]=[CH:6][CH:7]=1, predict the reactants needed to synthesize it. The reactants are: [Cl:1][C:2]1[CH:3]=[C:4]([N:8]2[CH2:12][C@@:11]3([CH2:16][C@@H:15]([C:17]([OH:19])=O)[N:14]([C:20](=[O:36])[C@@H:21]([NH:26][C:27](=[O:35])[CH2:28][CH:29]4[CH2:34][CH2:33][CH2:32][CH2:31][CH2:30]4)[C:22]([CH3:25])([CH3:24])[CH3:23])[CH2:13]3)[O:10][C:9]2=[O:37])[CH:5]=[CH:6][CH:7]=1.[NH2:38][C@@H:39]([CH2:48][CH2:49][CH3:50])[CH:40]([OH:47])[C:41]([NH:43][CH:44]1[CH2:46][CH2:45]1)=[O:42]. (3) Given the product [C:1]1([C:7]2[CH:11]=[C:10]([C:12]([NH:15][CH2:16][CH2:17][C:18]([O:20][CH3:21])=[O:19])=[O:14])[O:9][N:8]=2)[CH:2]=[CH:3][CH:4]=[CH:5][CH:6]=1, predict the reactants needed to synthesize it. The reactants are: [C:1]1([C:7]2[CH:11]=[C:10]([C:12]([OH:14])=O)[O:9][N:8]=2)[CH:6]=[CH:5][CH:4]=[CH:3][CH:2]=1.[NH2:15][CH2:16][CH2:17][C:18]([O:20][CH3:21])=[O:19].C(OCC)(=O)C.CCN(C(C)C)C(C)C. (4) Given the product [Br:1][C:2]1[CH:7]=[CH:6][C:5]([N:14]2[CH:15]=[CH:16][C:12]([NH2:11])=[N:13]2)=[CH:4][C:3]=1[O:9][CH3:10], predict the reactants needed to synthesize it. The reactants are: [Br:1][C:2]1[CH:7]=[CH:6][C:5](I)=[CH:4][C:3]=1[O:9][CH3:10].[NH2:11][C:12]1[CH:16]=[CH:15][NH:14][N:13]=1.C(=NO)C1C(=CC=CC=1)O.C([O-])([O-])=O.[Cs+].[Cs+]. (5) The reactants are: [CH:1]1([CH2:6][O:7][C:8]2[C:13]3[C:14]([O:17][CH2:18][CH:19]4[CH2:24][CH2:23][NH:22][CH2:21][CH2:20]4)=[N:15][O:16][C:12]=3[CH:11]=[CH:10][CH:9]=2)[CH2:5][CH2:4][CH2:3][CH2:2]1.O=[CH:26][CH2:27][C:28]1([C:34]([O:36][CH3:37])=[O:35])[CH2:33][CH2:32][O:31][CH2:30][CH2:29]1.C(C1(C(OC)=O)CCC1)=O. Given the product [CH:1]1([CH2:6][O:7][C:8]2[C:13]3[C:14]([O:17][CH2:18][CH:19]4[CH2:20][CH2:21][N:22]([CH2:26][CH2:27][C:28]5([C:34]([O:36][CH3:37])=[O:35])[CH2:29][CH2:30][O:31][CH2:32][CH2:33]5)[CH2:23][CH2:24]4)=[N:15][O:16][C:12]=3[CH:11]=[CH:10][CH:9]=2)[CH2:5][CH2:4][CH2:3][CH2:2]1, predict the reactants needed to synthesize it.